From a dataset of Catalyst prediction with 721,799 reactions and 888 catalyst types from USPTO. Predict which catalyst facilitates the given reaction. (1) Reactant: [Li]CCCC.C(NC(C)C)(C)C.[CH3:13][S:14][C:15]1[CH:20]=[CH:19][C:18]([CH2:21][C:22]([O:24][CH2:25][CH3:26])=[O:23])=[CH:17][CH:16]=1.[CH2:27]([O:34][CH2:35][C@@H:36]1[CH2:41][C:40]([F:43])([F:42])[CH2:39][CH2:38][C@H:37]1[CH:44]=[O:45])[C:28]1[CH:33]=[CH:32][CH:31]=[CH:30][CH:29]=1.[NH4+].[Cl-]. Product: [CH2:27]([O:34][CH2:35][CH:36]1[CH2:41][C:40]([F:43])([F:42])[CH2:39][CH2:38][CH:37]1[CH:44]([OH:45])[CH:21]([C:18]1[CH:17]=[CH:16][C:15]([S:14][CH3:13])=[CH:20][CH:19]=1)[C:22]([O:24][CH2:25][CH3:26])=[O:23])[C:28]1[CH:29]=[CH:30][CH:31]=[CH:32][CH:33]=1. The catalyst class is: 1. (2) Reactant: [CH3:1][O:2][C:3]1[CH:8]=[CH:7][C:6]([NH:9][C:10]2[C:19]3[C:14](=[CH:15][CH:16]=[C:17]([C:20](=[O:23])[NH:21][CH3:22])[CH:18]=3)[N:13]=[CH:12][C:11]=2[C:24]([OH:26])=[O:25])=[CH:5][CH:4]=1.C(N(CC)C(C)C)(C)C.Cl[CH2:37][N:38]([CH3:47])[C:39](=[O:46])[C:40]1[CH:45]=[CH:44][CH:43]=[CH:42][CH:41]=1. Product: [CH3:1][O:2][C:3]1[CH:8]=[CH:7][C:6]([NH:9][C:10]2[C:19]3[C:14](=[CH:15][CH:16]=[C:17]([C:20](=[O:23])[NH:21][CH3:22])[CH:18]=3)[N:13]=[CH:12][C:11]=2[C:24]([O:26][CH2:37][N:38]([CH3:47])[C:39](=[O:46])[C:40]2[CH:41]=[CH:42][CH:43]=[CH:44][CH:45]=2)=[O:25])=[CH:5][CH:4]=1. The catalyst class is: 7. (3) Reactant: [NH2:1][C:2]1[C:3]([NH:10][C:11]2[CH:16]=[CH:15][C:14]([I:17])=[CH:13][C:12]=2[F:18])=[CH:4][C:5](=[O:9])[N:6]([CH3:8])[CH:7]=1.[CH:19]1([S:22](Cl)(=[O:24])=[O:23])[CH2:21][CH2:20]1.Cl. Product: [F:18][C:12]1[CH:13]=[C:14]([I:17])[CH:15]=[CH:16][C:11]=1[NH:10][C:3]1[C:2]([NH:1][S:22]([CH:19]2[CH2:21][CH2:20]2)(=[O:24])=[O:23])=[CH:7][N:6]([CH3:8])[C:5](=[O:9])[CH:4]=1. The catalyst class is: 17. (4) Reactant: [F:1][C:2]1[CH:11]=[CH:10][C:9]([F:12])=[C:8]2[C:3]=1[C:4]([NH:13][CH2:14][CH2:15][C:16]1[CH:21]=[CH:20][C:19]([OH:22])=[C:18]([CH3:23])[CH:17]=1)=[N:5][CH:6]=[N:7]2.F[C:25]1[CH:30]=[C:29]([C:31]([F:34])([F:33])[F:32])[CH:28]=[CH:27][N:26]=1.C(=O)([O-])[O-].[K+].[K+].O. Product: [F:1][C:2]1[CH:11]=[CH:10][C:9]([F:12])=[C:8]2[C:3]=1[C:4]([NH:13][CH2:14][CH2:15][C:16]1[CH:21]=[CH:20][C:19]([O:22][C:25]3[CH:30]=[C:29]([C:31]([F:34])([F:33])[F:32])[CH:28]=[CH:27][N:26]=3)=[C:18]([CH3:23])[CH:17]=1)=[N:5][CH:6]=[N:7]2. The catalyst class is: 16. (5) Reactant: [Na].OS(O)(=O)=O.O=S(=O)=O.[F:11][C:12]1[C:18]([F:19])=[CH:17][CH:16]=[CH:15][C:13]=1[NH2:14].[CH:20](=O)/[CH:21]=[CH:22]/[CH3:23].[OH-].[Na+]. Product: [F:19][C:18]1[C:12]([F:11])=[C:13]2[C:15]([CH:20]=[CH:21][C:22]([CH3:23])=[N:14]2)=[CH:16][CH:17]=1. The catalyst class is: 6. (6) Reactant: Cl.[NH2:2][CH:3]([CH2:8][C:9]1[C:17]2[C:12](=[C:13]([Br:18])[CH:14]=[CH:15][CH:16]=2)[NH:11][CH:10]=1)[C:4]([O:6][CH3:7])=[O:5].CN(C(ON1N=NC2C=CC=CC1=2)=[N+](C)C)C.[B-](F)(F)(F)F.[C:41]([NH:51][C@H:52]([C:56](O)=[O:57])[CH:53]([CH3:55])[CH3:54])([O:43][CH2:44][C:45]1[CH:50]=[CH:49][CH:48]=[CH:47][CH:46]=1)=[O:42].C(N(C(C)C)CC)(C)C. Product: [CH2:44]([O:43][C:41]([NH:51][C@@H:52]([CH:53]([CH3:55])[CH3:54])[C:56]([NH:2][CH:3]([CH2:8][C:9]1[C:17]2[C:12](=[C:13]([Br:18])[CH:14]=[CH:15][CH:16]=2)[NH:11][CH:10]=1)[C:4]([O:6][CH3:7])=[O:5])=[O:57])=[O:42])[C:45]1[CH:50]=[CH:49][CH:48]=[CH:47][CH:46]=1. The catalyst class is: 288. (7) Reactant: Br[C:2]1[CH:6]=[CH:5][N:4]([CH3:7])[N:3]=1.[Li]C(C)(C)C.[Cl:13][C:14]1[C:15]2[C:16](=[N:20][N:21]([CH2:23][C:24]3[CH:29]=[CH:28][C:27]([C:30](=[O:32])[CH3:31])=[CH:26][CH:25]=3)[CH:22]=2)[N:17]=[CH:18][N:19]=1. Product: [Cl:13][C:14]1[C:15]2[C:16](=[N:20][N:21]([CH2:23][C:24]3[CH:29]=[CH:28][C:27]([C:30]([C:2]4[CH:6]=[CH:5][N:4]([CH3:7])[N:3]=4)([OH:32])[CH3:31])=[CH:26][CH:25]=3)[CH:22]=2)[N:17]=[CH:18][N:19]=1. The catalyst class is: 28.